From a dataset of Reaction yield outcomes from USPTO patents with 853,638 reactions. Predict the reaction yield, written as a fraction of the theoretical maximum amount of product (1.0 means a 100% yield; for example, 0.34 means a 34% yield). The reactants are [O:1]1[CH:6]2[CH2:7][NH:8][CH2:9][CH:5]2[O:4][CH2:3][CH2:2]1.[Cl:10][C:11]1[CH:12]=[C:13]([NH:18][C:19]2[C:28]3[C:23](=[CH:24][C:25]([O:34][CH3:35])=[C:26]([O:29][CH2:30][CH2:31][CH2:32]Cl)[CH:27]=3)[N:22]=[CH:21][N:20]=2)[CH:14]=[CH:15][C:16]=1[F:17].C([O-])([O-])=O.[K+].[K+]. The catalyst is CN(C=O)C. The product is [Cl:10][C:11]1[CH:12]=[C:13]([NH:18][C:19]2[C:28]3[C:23](=[CH:24][C:25]([O:34][CH3:35])=[C:26]([O:29][CH2:30][CH2:31][CH2:32][N:8]4[CH2:7][CH:6]5[O:1][CH2:2][CH2:3][O:4][CH:5]5[CH2:9]4)[CH:27]=3)[N:22]=[CH:21][N:20]=2)[CH:14]=[CH:15][C:16]=1[F:17]. The yield is 0.250.